From a dataset of NCI-60 drug combinations with 297,098 pairs across 59 cell lines. Regression. Given two drug SMILES strings and cell line genomic features, predict the synergy score measuring deviation from expected non-interaction effect. (1) Drug 1: CN1C(=O)N2C=NC(=C2N=N1)C(=O)N. Drug 2: N.N.Cl[Pt+2]Cl. Cell line: BT-549. Synergy scores: CSS=26.4, Synergy_ZIP=-4.45, Synergy_Bliss=-4.41, Synergy_Loewe=-14.3, Synergy_HSA=-4.21. (2) Drug 1: COCCOC1=C(C=C2C(=C1)C(=NC=N2)NC3=CC=CC(=C3)C#C)OCCOC. Drug 2: CC1CCC2CC(C(=CC=CC=CC(CC(C(=O)C(C(C(=CC(C(=O)CC(OC(=O)C3CCCCN3C(=O)C(=O)C1(O2)O)C(C)CC4CCC(C(C4)OC)OP(=O)(C)C)C)C)O)OC)C)C)C)OC. Cell line: HT29. Synergy scores: CSS=47.3, Synergy_ZIP=4.89, Synergy_Bliss=7.83, Synergy_Loewe=12.1, Synergy_HSA=12.8. (3) Drug 1: CCC1=CC2CC(C3=C(CN(C2)C1)C4=CC=CC=C4N3)(C5=C(C=C6C(=C5)C78CCN9C7C(C=CC9)(C(C(C8N6C)(C(=O)OC)O)OC(=O)C)CC)OC)C(=O)OC.C(C(C(=O)O)O)(C(=O)O)O. Drug 2: C1=NC2=C(N1)C(=S)N=C(N2)N. Cell line: HL-60(TB). Synergy scores: CSS=50.4, Synergy_ZIP=-0.871, Synergy_Bliss=-1.79, Synergy_Loewe=-10.1, Synergy_HSA=-1.71. (4) Drug 1: CC12CCC(CC1=CCC3C2CCC4(C3CC=C4C5=CN=CC=C5)C)O. Drug 2: CCCCC(=O)OCC(=O)C1(CC(C2=C(C1)C(=C3C(=C2O)C(=O)C4=C(C3=O)C=CC=C4OC)O)OC5CC(C(C(O5)C)O)NC(=O)C(F)(F)F)O. Cell line: SF-539. Synergy scores: CSS=5.14, Synergy_ZIP=-3.75, Synergy_Bliss=-3.41, Synergy_Loewe=-1.87, Synergy_HSA=-1.92. (5) Drug 1: C1=CC(=CC=C1CCC2=CNC3=C2C(=O)NC(=N3)N)C(=O)NC(CCC(=O)O)C(=O)O. Drug 2: CC(C)NC(=O)C1=CC=C(C=C1)CNNC.Cl. Cell line: NCI-H322M. Synergy scores: CSS=1.26, Synergy_ZIP=-1.99, Synergy_Bliss=-5.40, Synergy_Loewe=-24.2, Synergy_HSA=-6.98. (6) Drug 1: C1=NC2=C(N=C(N=C2N1C3C(C(C(O3)CO)O)F)Cl)N. Drug 2: CCC1=C2CN3C(=CC4=C(C3=O)COC(=O)C4(CC)O)C2=NC5=C1C=C(C=C5)O. Cell line: OVCAR-8. Synergy scores: CSS=36.9, Synergy_ZIP=-3.86, Synergy_Bliss=-3.15, Synergy_Loewe=-7.76, Synergy_HSA=-3.94. (7) Drug 1: CC1=C(C(CCC1)(C)C)C=CC(=CC=CC(=CC(=O)O)C)C. Drug 2: CCC1=C2CN3C(=CC4=C(C3=O)COC(=O)C4(CC)O)C2=NC5=C1C=C(C=C5)O. Cell line: 786-0. Synergy scores: CSS=7.31, Synergy_ZIP=4.79, Synergy_Bliss=3.64, Synergy_Loewe=-29.5, Synergy_HSA=-1.88. (8) Drug 1: CC1=C2C(C(=O)C3(C(CC4C(C3C(C(C2(C)C)(CC1OC(=O)C(C(C5=CC=CC=C5)NC(=O)OC(C)(C)C)O)O)OC(=O)C6=CC=CC=C6)(CO4)OC(=O)C)O)C)O. Drug 2: CCN(CC)CCCC(C)NC1=C2C=C(C=CC2=NC3=C1C=CC(=C3)Cl)OC. Cell line: HOP-62. Synergy scores: CSS=43.1, Synergy_ZIP=-10.2, Synergy_Bliss=-6.25, Synergy_Loewe=-2.92, Synergy_HSA=-2.66. (9) Synergy scores: CSS=52.3, Synergy_ZIP=0.838, Synergy_Bliss=1.66, Synergy_Loewe=4.66, Synergy_HSA=6.19. Cell line: LOX IMVI. Drug 2: CN1C2=C(C=C(C=C2)N(CCCl)CCCl)N=C1CCCC(=O)O.Cl. Drug 1: CC1=C2C(C(=O)C3(C(CC4C(C3C(C(C2(C)C)(CC1OC(=O)C(C(C5=CC=CC=C5)NC(=O)OC(C)(C)C)O)O)OC(=O)C6=CC=CC=C6)(CO4)OC(=O)C)OC)C)OC. (10) Drug 1: CNC(=O)C1=CC=CC=C1SC2=CC3=C(C=C2)C(=NN3)C=CC4=CC=CC=N4. Drug 2: CN(C(=O)NC(C=O)C(C(C(CO)O)O)O)N=O. Cell line: HOP-62. Synergy scores: CSS=-9.21, Synergy_ZIP=0.487, Synergy_Bliss=-7.06, Synergy_Loewe=-9.25, Synergy_HSA=-9.70.